From a dataset of Full USPTO retrosynthesis dataset with 1.9M reactions from patents (1976-2016). Predict the reactants needed to synthesize the given product. (1) The reactants are: [NH2:1][N:2]1[N:11]=[C:10]([N:12]2[CH2:17][CH2:16][O:15][CH2:14][CH2:13]2)[C:9]2[C:4](=[CH:5][CH:6]=[CH:7][CH:8]=2)[C:3]1=[O:18].[CH3:19][N:20]([CH3:31])[C:21]1[CH:26]=[CH:25][C:24]([CH2:27][C:28](O)=[O:29])=[CH:23][CH:22]=1. Given the product [CH3:31][N:20]([CH3:19])[C:21]1[CH:26]=[CH:25][C:24]([CH2:27][C:28]([NH:1][N:2]2[N:11]=[C:10]([N:12]3[CH2:17][CH2:16][O:15][CH2:14][CH2:13]3)[C:9]3[C:4](=[CH:5][CH:6]=[CH:7][CH:8]=3)[C:3]2=[O:18])=[O:29])=[CH:23][CH:22]=1, predict the reactants needed to synthesize it. (2) Given the product [NH2:12][C:10]1[N:11]=[C:6]([C:2]2[O:1][CH:5]=[CH:4][CH:3]=2)[C:7]2[N:15]=[N:14][N:13]([CH2:17][C:18]([O:20][CH2:21][CH3:22])=[O:19])[C:8]=2[N:9]=1, predict the reactants needed to synthesize it. The reactants are: [O:1]1[CH:5]=[CH:4][CH:3]=[C:2]1[C:6]1[C:7]2[NH:15][N:14]=[N:13][C:8]=2[N:9]=[C:10]([NH2:12])[N:11]=1.Br[CH2:17][C:18]([O:20][CH2:21][CH3:22])=[O:19].